This data is from Catalyst prediction with 721,799 reactions and 888 catalyst types from USPTO. The task is: Predict which catalyst facilitates the given reaction. (1) Reactant: [NH2:1][C@H:2]1[C:6]2([CH2:8][CH2:7]2)[C:5](=O)[N:4]([CH2:10][C:11]2[CH:16]=[CH:15][CH:14]=[CH:13][CH:12]=2)[CH2:3]1.[H-].COCCO[Al+]OCCOC.[Na+].[H-].Cl. Product: [NH2:1][C@H:2]1[C:6]2([CH2:8][CH2:7]2)[CH2:5][N:4]([CH2:10][C:11]2[CH:16]=[CH:15][CH:14]=[CH:13][CH:12]=2)[CH2:3]1. The catalyst class is: 11. (2) Reactant: [Br:1][C:2]1[CH:3]=[C:4]([SH:8])[CH:5]=[CH:6][CH:7]=1.C[O-].[Na+].[CH2:12](Br)[C:13]1[CH:18]=[CH:17][CH:16]=[CH:15][CH:14]=1.[OH-].[Na+]. Product: [CH2:12]([S:8][C:4]1[CH:5]=[CH:6][CH:7]=[C:2]([Br:1])[CH:3]=1)[C:13]1[CH:18]=[CH:17][CH:16]=[CH:15][CH:14]=1. The catalyst class is: 5. (3) Reactant: [NH2:1][C:2]1[CH:12]=[CH:11][CH:10]=[CH:9][C:3]=1[C:4]([O:6]CC)=O.[CH3:13][C:14]1([CH3:23])[CH2:19][C:18]([CH3:21])([CH3:20])[CH2:17][C:16](=O)[CH2:15]1.C1(C)C=CC=CC=1.C1(C)C=CC(S(O)(=O)=O)=CC=1. The catalyst class is: 6. Product: [CH3:13][C:14]1([CH3:23])[C:15]2[C:4](=[O:6])[C:3]3[C:2](=[CH:12][CH:11]=[CH:10][CH:9]=3)[NH:1][C:16]=2[CH2:17][C:18]([CH3:21])([CH3:20])[CH2:19]1. (4) Reactant: [CH:1]([OH:4])([CH3:3])[CH3:2].[H-].[Na+].F[C:8]1[C:13]([N+:14]([O-:16])=[O:15])=[CH:12][CH:11]=[CH:10][N:9]=1. Product: [CH:1]([O:4][C:8]1[C:13]([N+:14]([O-:16])=[O:15])=[CH:12][CH:11]=[CH:10][N:9]=1)([CH3:3])[CH3:2]. The catalyst class is: 1. (5) Reactant: [Br:1][C:2]1[CH:3]=[CH:4][CH:5]=[C:6]2[C:10]=1[NH:9][C:8]([CH3:11])=[CH:7]2.[F:12][C:13]1[CH:18]=[CH:17][C:16]([C:19](O)([CH2:22][CH3:23])[CH2:20][CH3:21])=[CH:15][CH:14]=1.FC(F)(F)C(O)=O.C(=O)(O)[O-].[Na+]. Product: [Br:1][C:2]1[CH:3]=[CH:4][CH:5]=[C:6]2[C:10]=1[NH:9][C:8]([CH3:11])=[C:7]2[C:19]([CH2:22][CH3:23])([C:16]1[CH:15]=[CH:14][C:13]([F:12])=[CH:18][CH:17]=1)[CH2:20][CH3:21]. The catalyst class is: 96.